Predict the product of the given reaction. From a dataset of Forward reaction prediction with 1.9M reactions from USPTO patents (1976-2016). (1) Given the reactants [CH3:1][C:2]1[C:11]2[C:6](=[CH:7][CH:8]=[CH:9][CH:10]=2)[C:5]([C:12](Cl)=[O:13])=[CH:4][CH:3]=1.[NH2:15][C:16]1[C:17]([C:22]([NH:24][CH2:25][CH:26]2[CH2:31][CH2:30][CH2:29][CH2:28][CH2:27]2)=[O:23])=[N:18][CH:19]=[CH:20][CH:21]=1, predict the reaction product. The product is: [CH:26]1([CH2:25][NH:24][C:22]([C:17]2[C:16]([NH:15][C:12]([C:5]3[C:6]4[C:11](=[CH:10][CH:9]=[CH:8][CH:7]=4)[C:2]([CH3:1])=[CH:3][CH:4]=3)=[O:13])=[CH:21][CH:20]=[CH:19][N:18]=2)=[O:23])[CH2:31][CH2:30][CH2:29][CH2:28][CH2:27]1. (2) Given the reactants C(OC([N:8]1[CH2:13][CH2:12][N:11]([CH2:14][C:15]2[CH:20]=[CH:19][CH:18]=[C:17]([C:21]3[CH:26]=[CH:25][N:24]=[C:23](Cl)[N:22]=3)[CH:16]=2)[CH2:10][CH:9]1[CH2:28][C:29]1[C:37]2[C:32](=[CH:33][CH:34]=[CH:35][CH:36]=2)[NH:31][CH:30]=1)=O)(C)(C)C.[F:38][C:39]1[CH:40]=[C:41]([CH2:46][CH2:47][NH2:48])[CH:42]=[C:43]([F:45])[CH:44]=1, predict the reaction product. The product is: [F:38][C:39]1[CH:40]=[C:41]([CH2:46][CH2:47][NH:48][C:23]2[N:22]=[C:21]([C:17]3[CH:18]=[CH:19][CH:20]=[C:15]([CH2:14][N:11]4[CH2:12][CH2:13][NH:8][C@@H:9]([CH2:28][C:29]5[C:37]6[C:32](=[CH:33][CH:34]=[CH:35][CH:36]=6)[NH:31][CH:30]=5)[CH2:10]4)[CH:16]=3)[CH:26]=[CH:25][N:24]=2)[CH:42]=[C:43]([F:45])[CH:44]=1. (3) Given the reactants CN(C(ON1N=NC2C=CC=NC1=2)=[N+](C)C)C.F[P-](F)(F)(F)(F)F.CCN(C(C)C)C(C)C.[C:34]([O:38][C:39]([N:41]1[CH2:46][C@H:45]([CH2:47][N:48]2[CH2:53][CH2:52][O:51][CH2:50][C@H:49]2[CH3:54])[N:44]([CH2:55][C:56](O)=[O:57])[CH2:43][C@H:42]1[CH3:59])=[O:40])([CH3:37])([CH3:36])[CH3:35].[F:60][C:61]([C:66]1[CH:67]=[C:68]2[NH:74][CH2:73][C:72]([CH3:76])([CH3:75])[C:69]2=[N:70][CH:71]=1)([F:65])[CH2:62][CH2:63][CH3:64], predict the reaction product. The product is: [C:34]([O:38][C:39]([N:41]1[CH2:46][C@H:45]([CH2:47][N:48]2[CH2:53][CH2:52][O:51][CH2:50][C@H:49]2[CH3:54])[N:44]([CH2:55][C:56]([N:74]2[C:68]3[C:69](=[N:70][CH:71]=[C:66]([C:61]([F:65])([F:60])[CH2:62][CH2:63][CH3:64])[CH:67]=3)[C:72]([CH3:75])([CH3:76])[CH2:73]2)=[O:57])[CH2:43][C@H:42]1[CH3:59])=[O:40])([CH3:36])([CH3:37])[CH3:35].